This data is from Full USPTO retrosynthesis dataset with 1.9M reactions from patents (1976-2016). The task is: Predict the reactants needed to synthesize the given product. (1) Given the product [CH3:31][O:30][C:25]1[CH:26]=[CH:27][CH:28]=[CH:29][C:24]=1[N:21]1[C:20](=[O:32])[NH:19][C:18]2[C:22]1=[N:23][C:15]([NH:14][CH2:13][C@@H:9]1[CH2:10][CH2:11][CH2:12][NH:8]1)=[N:16][C:17]=2[C:33]([NH2:38])=[O:35], predict the reactants needed to synthesize it. The reactants are: C(OC([N:8]1[CH2:12][CH2:11][CH2:10][C@H:9]1[CH2:13][NH:14][C:15]1[N:23]=[C:22]2[C:18]([NH:19][C:20](=[O:32])[N:21]2[C:24]2[CH:29]=[CH:28][CH:27]=[CH:26][C:25]=2[O:30][CH3:31])=[C:17]([C:33]([O:35]CC)=O)[N:16]=1)=O)(C)(C)C.[NH2:38]C1C(C(OCC)=O)=NC(NC[C@@H]2CCCN2C(OC(C)(C)C)=O)=NC=1NC1C=CC=CC=1OC. (2) Given the product [F:21][C:22]1[CH:27]=[C:26]([C:2]2[N:7]=[CH:6][N:5]=[C:4]([N:8]3[CH2:13][CH2:12][N:11]([C:14]([O:16][C:17]([CH3:20])([CH3:19])[CH3:18])=[O:15])[CH2:10][CH2:9]3)[CH:3]=2)[CH:25]=[CH:24][CH:23]=1, predict the reactants needed to synthesize it. The reactants are: Cl[C:2]1[N:7]=[CH:6][N:5]=[C:4]([N:8]2[CH2:13][CH2:12][N:11]([C:14]([O:16][C:17]([CH3:20])([CH3:19])[CH3:18])=[O:15])[CH2:10][CH2:9]2)[CH:3]=1.[F:21][C:22]1[CH:23]=[C:24](B(O)O)[CH:25]=[CH:26][CH:27]=1.C(=O)([O-])[O-].[Na+].[Na+].C1(C)C=CC=CC=1. (3) The reactants are: [CH3:1][C:2]([C:4]1[CH:9]=[CH:8][C:7]([O:10][C:11]([F:14])([F:13])[F:12])=[CH:6][CH:5]=1)=[O:3].[S:15]1[CH:19]=[CH:18][CH:17]=[C:16]1[C:20](OCC)=[O:21].[H-].[Na+].Cl. Given the product [S:15]1[CH:19]=[CH:18][CH:17]=[C:16]1[C:20](=[O:21])[CH2:1][C:2]([C:4]1[CH:5]=[CH:6][C:7]([O:10][C:11]([F:12])([F:13])[F:14])=[CH:8][CH:9]=1)=[O:3], predict the reactants needed to synthesize it. (4) Given the product [C:81]1([NH:47][C:48]2[CH:49]=[CH:50][C:51]([CH3:79])=[C:52]([N:54]3[CH2:77][CH2:76][C:57]4[N:58]=[C:59]([NH:62][C:63]5[CH:68]=[CH:67][C:66]([N:69]6[CH2:70][CH2:71][N:72]([CH3:75])[CH2:73][CH2:74]6)=[CH:65][CH:64]=5)[N:60]=[CH:61][C:56]=4[C:55]3=[O:78])[CH:53]=2)[C:90]2[C:85](=[CH:86][CH:87]=[CH:88][CH:89]=2)[CH:84]=[CH:83][N:82]=1, predict the reactants needed to synthesize it. The reactants are: C1(P(C2C=CC=CC=2)C2C=CC3C(=CC=CC=3)C=2C2C3C(=CC=CC=3)C=CC=2P(C2C=CC=CC=2)C2C=CC=CC=2)C=CC=CC=1.[NH2:47][C:48]1[CH:49]=[CH:50][C:51]([CH3:79])=[C:52]([N:54]2[CH2:77][CH2:76][C:57]3[N:58]=[C:59]([NH:62][C:63]4[CH:68]=[CH:67][C:66]([N:69]5[CH2:74][CH2:73][N:72]([CH3:75])[CH2:71][CH2:70]5)=[CH:65][CH:64]=4)[N:60]=[CH:61][C:56]=3[C:55]2=[O:78])[CH:53]=1.Br[C:81]1[C:90]2[C:85](=[CH:86][CH:87]=[CH:88][CH:89]=2)[CH:84]=[CH:83][N:82]=1.C(=O)([O-])[O-].[Cs+].[Cs+]. (5) Given the product [F:25][C:26]1[CH:27]=[CH:28][C:29]([CH:30]=[CH:31][C:32]([NH:2][C@H:3]([C:14]([O:16][CH3:17])=[O:15])[CH2:4][C:5]2[C:13]3[C:8](=[CH:9][CH:10]=[CH:11][CH:12]=3)[NH:7][CH:6]=2)=[O:33])=[CH:35][CH:36]=1, predict the reactants needed to synthesize it. The reactants are: Cl.[NH2:2][C@H:3]([C:14]([O:16][CH3:17])=[O:15])[CH2:4][C:5]1[C:13]2[C:8](=[CH:9][CH:10]=[CH:11][CH:12]=2)[NH:7][CH:6]=1.C(N(CC)CC)C.[F:25][C:26]1[CH:36]=[CH:35][C:29]([CH:30]=[CH:31][C:32](O)=[O:33])=[CH:28][CH:27]=1.CCN=C=NCCCN(C)C.Cl. (6) The reactants are: [NH2:1][C:2]1[CH:11]=[CH:10][CH:9]=[C:8]2[C:3]=1[CH:4]=[C:5]([CH2:12][CH2:13][NH:14]C(=O)OC(C)(C)C)[N:6]=[CH:7]2.[F:22][C:23]([F:35])([F:34])[C:24]1[CH:33]=[CH:32][C:27]([CH2:28][N:29]=[C:30]=[O:31])=[CH:26][CH:25]=1. Given the product [NH2:14][CH2:13][CH2:12][C:5]1[N:6]=[CH:7][C:8]2[C:3]([CH:4]=1)=[C:2]([NH:1][C:30]([NH:29][CH2:28][C:27]1[CH:26]=[CH:25][C:24]([C:23]([F:22])([F:35])[F:34])=[CH:33][CH:32]=1)=[O:31])[CH:11]=[CH:10][CH:9]=2, predict the reactants needed to synthesize it. (7) Given the product [C:1]([O:5][C:6](=[O:7])[NH:8][C@H:9]([CH2:29][C:30]1[CH:35]=[C:34]([F:36])[C:33]([F:37])=[CH:32][C:31]=1[F:38])[CH2:10][C:11]([N:13]1[CH2:18][CH2:17][N:16]2[C:19]([C:25]([F:26])([F:27])[F:28])=[N:20][C:21]([C:22]([N:39]3[CH2:44][CH2:43][O:42][CH2:41][CH2:40]3)=[O:23])=[C:15]2[CH2:14]1)=[O:12])([CH3:3])([CH3:2])[CH3:4], predict the reactants needed to synthesize it. The reactants are: [C:1]([O:5][C:6]([NH:8][C@H:9]([CH2:29][C:30]1[CH:35]=[C:34]([F:36])[C:33]([F:37])=[CH:32][C:31]=1[F:38])[CH2:10][C:11]([N:13]1[CH2:18][CH2:17][N:16]2[C:19]([C:25]([F:28])([F:27])[F:26])=[N:20][C:21]([C:22](O)=[O:23])=[C:15]2[CH2:14]1)=[O:12])=[O:7])([CH3:4])([CH3:3])[CH3:2].[NH:39]1[CH2:44][CH2:43][O:42][CH2:41][CH2:40]1.O=C1N([ClH]P([ClH]N2CCOC2=O)=O)CCO1.C(N(CC)CC)C.